From a dataset of Forward reaction prediction with 1.9M reactions from USPTO patents (1976-2016). Predict the product of the given reaction. (1) Given the reactants [Cl:1][C:2]1[CH:7]=[CH:6][C:5]([C:8]2[N:9]([C:19]3[CH:24]=[CH:23][CH:22]=[CH:21][C:20]=3[Cl:25])[N:10]=[C:11]3[C:16]([OH:17])=[N:15][C:14]([CH3:18])=[N:13][C:12]=23)=[CH:4][CH:3]=1.C[Si](C)(C)[N-][Si](C)(C)C.[Li+].[F:36][C:37]([F:48])([F:47])[CH2:38]OS(C(F)(F)F)(=O)=O, predict the reaction product. The product is: [Cl:1][C:2]1[CH:7]=[CH:6][C:5]([C:8]2[N:9]([C:19]3[CH:24]=[CH:23][CH:22]=[CH:21][C:20]=3[Cl:25])[N:10]=[C:11]3[C:16](=[O:17])[N:15]([CH2:38][C:37]([F:48])([F:47])[F:36])[C:14]([CH3:18])=[N:13][C:12]=23)=[CH:4][CH:3]=1. (2) Given the reactants [CH3:1][Al](C)C.[CH2:5]1[O:7][C@@H:6]1[C:8]1[CH:13]=[CH:12][CH:11]=[CH:10][CH:9]=1, predict the reaction product. The product is: [C:8]1([C@@H:6]([CH3:1])[CH2:5][OH:7])[CH:13]=[CH:12][CH:11]=[CH:10][CH:9]=1. (3) Given the reactants [NH2:1][C:2]1[C:3]([C:16]2[CH:24]=[CH:23][C:19]([C:20](O)=[O:21])=[C:18]([F:25])[CH:17]=2)=[N:4][C:5]([C@H:8]2[CH2:13][CH2:12][C@H:11]([OH:14])[C@@H:10]([F:15])[CH2:9]2)=[CH:6][N:7]=1.Cl.[NH2:27][C@@H:28]([C:31]1[CH:36]=[C:35]([I:37])[CH:34]=[C:33]([F:38])[CH:32]=1)[CH2:29][OH:30].C1C=NC2N(O)N=NC=2C=1.C(Cl)CCl.CCN(C(C)C)C(C)C, predict the reaction product. The product is: [NH2:1][C:2]1[C:3]([C:16]2[CH:24]=[CH:23][C:19]([C:20]([NH:27][C@@H:28]([C:31]3[CH:36]=[C:35]([I:37])[CH:34]=[C:33]([F:38])[CH:32]=3)[CH2:29][OH:30])=[O:21])=[C:18]([F:25])[CH:17]=2)=[N:4][C:5]([C@H:8]2[CH2:13][CH2:12][C@H:11]([OH:14])[C@@H:10]([F:15])[CH2:9]2)=[CH:6][N:7]=1. (4) The product is: [CH2:65]1[CH:64]2[CH:31]3[C:32]([CH:68]=[O:74])([O:2][CH:63]2[CH2:62][CH:61]=[CH:67]1)[CH2:33][CH:34]=[CH:35][CH2:36]3. Given the reactants S(C(C(C(C(F)(F)F)(F)F)(F)F)(F)F)([O-:2])(=[O:2])=[O:2].[C:31]1([S+]([C:31]2[CH:36]=[CH:35][CH:34]=[CH:33][CH:32]=2)[C:31]2[CH:36]=[CH:35][CH:34]=[CH:33][CH:32]=2)[CH:36]=[CH:35][CH:34]=[CH:33][CH:32]=1.[CH2:61](N(CCC[CH2:61][CH2:62][CH2:63][CH2:64][CH:65]([CH3:67])C)[CH2:61][CH2:62][CH2:63][CH2:64][CH2:65][CH2:67]CC(C)C)[CH2:62][CH2:63][CH2:64][CH2:65][CH2:67]CC(C)C.[C:68]1(=[O:74])CCCCC1, predict the reaction product.